Dataset: Catalyst prediction with 721,799 reactions and 888 catalyst types from USPTO. Task: Predict which catalyst facilitates the given reaction. (1) Reactant: [C:1]([CH2:4][CH2:5][C:6]1[C:7]([CH3:13])=[C:8]([CH:11]=O)[NH:9][CH:10]=1)([OH:3])=[O:2].[CH3:14][C:15]1[CH:23]=[CH:22][CH:21]=[C:20]2[C:16]=1[CH2:17][C:18](=[O:24])[NH:19]2.N1CCCCC1. Product: [CH3:13][C:7]1[C:6]([CH2:5][CH2:4][C:1]([OH:3])=[O:2])=[CH:10][NH:9][C:8]=1[CH:11]=[C:17]1[C:16]2[C:20](=[CH:21][CH:22]=[CH:23][C:15]=2[CH3:14])[NH:19][C:18]1=[O:24]. The catalyst class is: 8. (2) Reactant: Br.Br[CH2:3][C:4]([C:6]1[CH:11]=[CH:10][N:9]=[CH:8][CH:7]=1)=O.[NH2:12][C:13](=[S:23])[CH2:14][NH:15][C:16](=[O:22])[O:17][C:18]([CH3:21])([CH3:20])[CH3:19].C(O)C. Product: [C:18]([O:17][C:16](=[O:22])[NH:15][CH2:14][C:13]1[S:23][C:4]([C:6]2[CH:11]=[CH:10][N:9]=[CH:8][CH:7]=2)=[CH:3][N:12]=1)([CH3:21])([CH3:19])[CH3:20]. The catalyst class is: 13.